This data is from Full USPTO retrosynthesis dataset with 1.9M reactions from patents (1976-2016). The task is: Predict the reactants needed to synthesize the given product. (1) Given the product [F:1][C:2]1[CH:3]=[CH:4][C:5]([CH2:8][CH2:9][C:10]2[CH:19]=[CH:18][C:17]([O:20][CH3:21])=[CH:16][C:11]=2[C:12]([O:14][CH3:15])=[O:13])=[CH:6][CH:7]=1, predict the reactants needed to synthesize it. The reactants are: [F:1][C:2]1[CH:7]=[CH:6][C:5]([CH:8]=[CH:9][C:10]2[CH:19]=[CH:18][C:17]([O:20][CH3:21])=[CH:16][C:11]=2[C:12]([O:14][CH3:15])=[O:13])=[CH:4][CH:3]=1. (2) Given the product [C:15]1([S:21]([N:24]2[CH2:28][CH2:29][N:1]([C:2]3[CH:3]=[CH:4][C:5]4[O:9][C:8]([C:10]([O:12][CH3:13])=[O:11])=[CH:7][C:6]=4[CH:14]=3)[CH2:26][CH2:25]2)(=[O:23])=[O:22])[CH:16]=[CH:17][CH:18]=[CH:19][CH:20]=1, predict the reactants needed to synthesize it. The reactants are: [NH2:1][C:2]1[CH:3]=[CH:4][C:5]2[O:9][C:8]([C:10]([O:12][CH3:13])=[O:11])=[CH:7][C:6]=2[CH:14]=1.[C:15]1([S:21]([N:24]([CH2:28][CH2:29]Cl)[CH2:25][CH2:26]Cl)(=[O:23])=[O:22])[CH:20]=[CH:19][CH:18]=[CH:17][CH:16]=1.C(N(CCCC)CCCC)CCC. (3) Given the product [CH2:1]([O:3][C:4]([C:6]1[CH:7]=[N:8][C:9]2[C:14]([C:15]=1[NH:31][CH2:30][C:20]1[C:29]3[C:24](=[CH:25][CH:26]=[CH:27][CH:28]=3)[CH:23]=[CH:22][CH:21]=1)=[CH:13][CH:12]=[CH:11][C:10]=2[NH2:17])=[O:5])[CH3:2], predict the reactants needed to synthesize it. The reactants are: [CH2:1]([O:3][C:4]([C:6]1[CH:7]=[N:8][C:9]2[C:14]([C:15]=1Cl)=[CH:13][CH:12]=[CH:11][C:10]=2[N+:17]([O-])=O)=[O:5])[CH3:2].[C:20]1([CH2:30][NH2:31])[C:29]2[C:24](=[CH:25][CH:26]=[CH:27][CH:28]=2)[CH:23]=[CH:22][CH:21]=1. (4) Given the product [ClH:36].[ClH:36].[F:1][C:2]1[C:7]([C:8]2[C:9](=[O:35])[NH:10][C:11](=[O:34])[N:12]([CH2:14][CH2:15][CH2:16][N:17]3[CH2:22][C:21]4([C:23]5[CH:28]=[CH:27][C:26]([C:29]([F:32])([F:31])[F:30])=[CH:25][CH:24]=5)[C:19]([CH3:33])([CH2:20]4)[CH2:18]3)[N:13]=2)=[CH:6][CH:5]=[CH:4][N:3]=1, predict the reactants needed to synthesize it. The reactants are: [F:1][C:2]1[C:7]([C:8]2[C:9](=[O:35])[NH:10][C:11](=[O:34])[N:12]([CH2:14][CH2:15][CH2:16][N:17]3[CH2:22][C:21]4([C:23]5[CH:28]=[CH:27][C:26]([C:29]([F:32])([F:31])[F:30])=[CH:25][CH:24]=5)[C:19]([CH3:33])([CH2:20]4)[CH2:18]3)[N:13]=2)=[CH:6][CH:5]=[CH:4][N:3]=1.[ClH:36].CO. (5) Given the product [C:1]([O:5][C:6]([N:8]1[CH2:9][CH2:10][CH:11]([N:14]2[C@H:18]([C:19]3[CH:20]=[CH:21][CH:22]=[CH:23][CH:24]=3)[CH2:17][N:16]([C:29]([O:31][CH3:32])=[O:30])[C:15]2=[O:25])[CH2:12][CH2:13]1)=[O:7])([CH3:4])([CH3:2])[CH3:3], predict the reactants needed to synthesize it. The reactants are: [C:1]([O:5][C:6]([N:8]1[CH2:13][CH2:12][CH:11]([N:14]2[C@H:18]([C:19]3[CH:24]=[CH:23][CH:22]=[CH:21][CH:20]=3)[CH2:17][NH:16][C:15]2=[O:25])[CH2:10][CH2:9]1)=[O:7])([CH3:4])([CH3:3])[CH3:2].[H-].[Na+].Cl[C:29]([O:31][CH3:32])=[O:30]. (6) Given the product [CH:26]1([NH:25][C:21]([C:20]2[CH:24]=[C:16]([N:14]3[CH2:13][C@@H:11]4[CH2:12][N:8]([C:6]([O:5][C:1]([CH3:3])([CH3:4])[CH3:2])=[O:7])[CH2:9][C@@H:10]4[CH2:15]3)[CH:17]=[N:18][CH:19]=2)=[O:23])[C:34]2[C:29](=[CH:30][CH:31]=[CH:32][CH:33]=2)[CH2:28][CH2:27]1, predict the reactants needed to synthesize it. The reactants are: [C:1]([O:5][C:6]([N:8]1[CH2:12][C@H:11]2[CH2:13][N:14]([C:16]3[CH:17]=[N:18][CH:19]=[C:20]([CH:24]=3)[C:21]([OH:23])=O)[CH2:15][C@H:10]2[CH2:9]1)=[O:7])([CH3:4])([CH3:3])[CH3:2].[NH2:25][CH:26]1[C:34]2[C:29](=[CH:30][CH:31]=[CH:32][CH:33]=2)[CH2:28][CH2:27]1. (7) Given the product [Cl:1][C:2]1[CH:7]=[C:6]([O:8][C:9]2[CH:10]=[C:11]([CH:15]=[CH:16][C:17]=2[F:18])[C:12]([NH:22][C:21]2[CH:23]=[C:24]([CH3:27])[CH:25]=[CH:26][C:20]=2[F:19])=[O:14])[CH:5]=[CH:4][N:3]=1, predict the reactants needed to synthesize it. The reactants are: [Cl:1][C:2]1[CH:7]=[C:6]([O:8][C:9]2[CH:10]=[C:11]([CH:15]=[CH:16][C:17]=2[F:18])[C:12]([OH:14])=O)[CH:5]=[CH:4][N:3]=1.[F:19][C:20]1[CH:26]=[CH:25][C:24]([CH3:27])=[CH:23][C:21]=1[NH2:22].F[P-](F)(F)(F)(F)F.N1(OC(N(C)C)=[N+](C)C)C2N=CC=CC=2N=N1.CN1CCOCC1. (8) Given the product [N:23]1([C:21]([C:18]2[CH:19]=[CH:20][C:15]([N:6]3[C:5]4[CH2:8][O:9][CH2:10][CH2:11][C:4]=4[C:3]([C:2]([F:12])([F:1])[F:13])=[N:7]3)=[CH:16][CH:17]=2)=[O:22])[CH2:26][CH2:25][CH2:24]1, predict the reactants needed to synthesize it. The reactants are: [F:1][C:2]([F:13])([F:12])[C:3]1[C:4]2[CH2:11][CH2:10][O:9][CH2:8][C:5]=2[NH:6][N:7]=1.I[C:15]1[CH:20]=[CH:19][C:18]([C:21]([N:23]2[CH2:26][CH2:25][CH2:24]2)=[O:22])=[CH:17][CH:16]=1.